This data is from Full USPTO retrosynthesis dataset with 1.9M reactions from patents (1976-2016). The task is: Predict the reactants needed to synthesize the given product. (1) Given the product [CH3:13][S:14]([C:17]1[CH:18]=[CH:19][C:20]([S:23]([NH:1][C:2]2[S:3][CH:4]=[C:5]([CH2:7][C:8]([O:10][CH2:11][CH3:12])=[O:9])[N:6]=2)(=[O:25])=[O:24])=[CH:21][CH:22]=1)(=[O:16])=[O:15], predict the reactants needed to synthesize it. The reactants are: [NH2:1][C:2]1[S:3][CH:4]=[C:5]([CH2:7][C:8]([O:10][CH2:11][CH3:12])=[O:9])[N:6]=1.[CH3:13][S:14]([C:17]1[CH:22]=[CH:21][C:20]([S:23](Cl)(=[O:25])=[O:24])=[CH:19][CH:18]=1)(=[O:16])=[O:15]. (2) Given the product [Cl:8][C:4]1[C:3]2[CH:9]([CH2:10][C:11]3[CH:16]=[CH:15][C:14]([F:17])=[C:13]([F:18])[CH:12]=3)[O:19][C:20](=[O:22])[NH:1][C:2]=2[CH:7]=[CH:6][CH:5]=1, predict the reactants needed to synthesize it. The reactants are: [NH2:1][C:2]1[CH:7]=[CH:6][CH:5]=[C:4]([Cl:8])[C:3]=1[CH:9]([OH:19])[CH2:10][C:11]1[CH:16]=[CH:15][C:14]([F:17])=[C:13]([F:18])[CH:12]=1.[C:20](OCC)(=[O:22])C. (3) Given the product [CH2:3]([O:10][C:11]1[N:16]=[N:15][C:14]([CH2:17][CH2:18][C:19]2[CH:29]=[CH:28][C:22]3[CH2:23][CH2:24][N:25]([CH3:30])[CH2:26][CH2:27][C:21]=3[CH:20]=2)=[CH:13][CH:12]=1)[C:4]1[CH:5]=[CH:6][CH:7]=[CH:8][CH:9]=1, predict the reactants needed to synthesize it. The reactants are: CI.[CH2:3]([O:10][C:11]1[N:16]=[N:15][C:14]([CH2:17][CH2:18][C:19]2[CH:29]=[CH:28][C:22]3[CH2:23][CH2:24][NH:25][CH2:26][CH2:27][C:21]=3[CH:20]=2)=[CH:13][CH:12]=1)[C:4]1[CH:9]=[CH:8][CH:7]=[CH:6][CH:5]=1.[C:30](=O)([O-])[O-].[K+].[K+]. (4) Given the product [F:32][C:33]1[CH:40]=[C:39]([F:41])[CH:38]=[CH:37][C:34]=1[CH2:35][N:27]1[CH2:28][CH2:29][CH:24]([C:22]([NH:21][C:18]2[CH:17]=[CH:16][C:15]([CH2:14][NH:13][C:11]3[C:10]4[C:5](=[CH:6][C:7]([CH3:30])=[CH:8][CH:9]=4)[N:4]=[C:3]([N:2]([CH3:31])[CH3:1])[N:12]=3)=[CH:20][CH:19]=2)=[O:23])[CH2:25][CH2:26]1, predict the reactants needed to synthesize it. The reactants are: [CH3:1][N:2]([CH3:31])[C:3]1[N:12]=[C:11]([NH:13][CH2:14][C:15]2[CH:20]=[CH:19][C:18]([NH:21][C:22]([CH:24]3[CH2:29][CH2:28][NH:27][CH2:26][CH2:25]3)=[O:23])=[CH:17][CH:16]=2)[C:10]2[C:5](=[CH:6][C:7]([CH3:30])=[CH:8][CH:9]=2)[N:4]=1.[F:32][C:33]1[CH:40]=[C:39]([F:41])[CH:38]=[CH:37][C:34]=1[CH:35]=O. (5) Given the product [Cl:14][C:11]1[N:10]=[C:9]([NH:15][CH:16]2[CH2:21][CH2:20][CH2:19][CH2:18][CH2:17]2)[C:8]([C:6]#[N:5])=[CH:13][N:12]=1, predict the reactants needed to synthesize it. The reactants are: C([NH:5][C:6]([C:8]1[C:9]([NH:15][CH:16]2[CH2:21][CH2:20][CH2:19][CH2:18][CH2:17]2)=[N:10][C:11]([Cl:14])=[N:12][CH:13]=1)=O)(C)(C)C. (6) Given the product [Br:15][C:13]1[CH:14]=[C:9]([S:8]([NH:24][C:21]([CH3:23])([CH3:22])[CH3:20])(=[O:27])=[O:19])[C:10]([CH:16]([F:17])[F:18])=[N:11][CH:12]=1, predict the reactants needed to synthesize it. The reactants are: C([S:8][C:9]1[C:10]([CH:16]([F:18])[F:17])=[N:11][CH:12]=[C:13]([Br:15])[CH:14]=1)C1C=CC=CC=1.[OH2:19].[CH3:20][C:21]([NH2:24])([CH3:23])[CH3:22].CC[O:27]C(C)=O. (7) Given the product [CH3:1][S:2]([NH:5][CH2:6][C:7]1[CH:12]=[CH:11][C:10]([CH:13]([CH3:19])[C:14]([OH:16])=[O:15])=[CH:9][CH:8]=1)(=[O:4])=[O:3], predict the reactants needed to synthesize it. The reactants are: [CH3:1][S:2]([NH:5][CH2:6][C:7]1[CH:12]=[CH:11][C:10]([CH:13]([CH3:19])[C:14]([O:16]CC)=[O:15])=[CH:9][CH:8]=1)(=[O:4])=[O:3].[OH-].[Na+].